Predict which catalyst facilitates the given reaction. From a dataset of Catalyst prediction with 721,799 reactions and 888 catalyst types from USPTO. Reactant: Cl.[Cl:2][C:3]1[CH:4]=[C:5]([N:9]2[CH2:13][C@@:12]3([CH2:17][C@@H:16]([C:18]([O:20][C:21](C)(C)C)=[O:19])[N:15](C(OC(C)(C)C)=O)[CH2:14]3)[O:11][C:10]2=[O:32])[CH:6]=[CH:7][CH:8]=1. Product: [CH3:21][O:20][C:18]([C@@H:16]1[CH2:17][C@:12]2([O:11][C:10](=[O:32])[N:9]([C:5]3[CH:6]=[CH:7][CH:8]=[C:3]([Cl:2])[CH:4]=3)[CH2:13]2)[CH2:14][NH:15]1)=[O:19]. The catalyst class is: 5.